Dataset: Catalyst prediction with 721,799 reactions and 888 catalyst types from USPTO. Task: Predict which catalyst facilitates the given reaction. (1) Reactant: CCN(C(C)C)C(C)C.C1C=CC2N(O)N=NC=2C=1.CCN=C=NCCCN(C)C.[C:31]([C:33]1[CH:38]=[CH:37][CH:36]=[CH:35][C:34]=1[N:39]1[CH:43]=[C:42]([C:44]([OH:46])=O)[N:41]=[N:40]1)#[N:32].NC1C=CC=CC=1C#N.[ClH:56].[NH2:57][CH2:58][C:59]([N:61]1[CH2:66][CH2:65][N:64]([C:67](=[O:76])[C:68]2[CH:73]=[C:72]([F:74])[CH:71]=[CH:70][C:69]=2Cl)[CH2:63][CH2:62]1)=[O:60].ClC1C=CC(F)=CC=1C(O)=O. Product: [Cl:56][C:69]1[CH:70]=[CH:71][C:72]([F:74])=[CH:73][C:68]=1[C:67]([N:64]1[CH2:63][CH2:62][N:61]([C:59](=[O:60])[CH2:58][NH:57][C:44]([C:42]2[N:41]=[N:40][N:39]([C:34]3[CH:35]=[CH:36][CH:37]=[CH:38][C:33]=3[C:31]#[N:32])[CH:43]=2)=[O:46])[CH2:66][CH2:65]1)=[O:76]. The catalyst class is: 18. (2) Reactant: [F:1][C:2]([F:45])([F:44])[C:3]1[CH:4]=[C:5]([CH2:13][N:14]([C:38]2[N:39]=[N:40][N:41]([CH3:43])[N:42]=2)[C@@H:15]2[C:21]3[CH:22]=[C:23]([CH3:27])[CH:24]=[C:25]([CH3:26])[C:20]=3[N:19]([CH2:28][C@H:29]3[CH2:34][CH2:33][C@H:32]([C:35]([OH:37])=[O:36])[CH2:31][CH2:30]3)[CH2:18][CH2:17][CH2:16]2)[CH:6]=[C:7]([C:9]([F:12])([F:11])[F:10])[CH:8]=1.C(O)(=O)C. Product: [C:35]([OH:37])(=[O:36])[CH3:32].[F:12][C:9]([F:10])([F:11])[C:7]1[CH:6]=[C:5]([CH2:13][N:14]([C:38]2[N:39]=[N:40][N:41]([CH3:43])[N:42]=2)[C@@H:15]2[C:21]3[CH:22]=[C:23]([CH3:27])[CH:24]=[C:25]([CH3:26])[C:20]=3[N:19]([CH2:28][C@H:29]3[CH2:34][CH2:33][C@H:32]([C:35]([OH:37])=[O:36])[CH2:31][CH2:30]3)[CH2:18][CH2:17][CH2:16]2)[CH:4]=[C:3]([C:2]([F:1])([F:45])[F:44])[CH:8]=1. The catalyst class is: 194. (3) The catalyst class is: 17. Product: [CH2:15]([NH:14][C:12](=[O:13])[NH:11][C:8]1[S:9][C:10]2[C:2]([NH:1][C:42](=[O:43])[C:37]3[CH:38]=[CH:39][CH:40]=[CH:41][N:36]=3)=[CH:3][C:4]([C:17]3[CH:18]=[N:19][C:20]([N:23]4[CH2:24][CH2:25][C:26]([CH3:34])([C:29]([O:31][CH2:32][CH3:33])=[O:30])[CH2:27][CH2:28]4)=[N:21][CH:22]=3)=[CH:5][C:6]=2[N:7]=1)[CH3:16]. Reactant: [NH2:1][C:2]1[C:10]2[S:9][C:8]([NH:11][C:12]([NH:14][CH2:15][CH3:16])=[O:13])=[N:7][C:6]=2[CH:5]=[C:4]([C:17]2[CH:18]=[N:19][C:20]([N:23]3[CH2:28][CH2:27][C:26]([CH3:34])([C:29]([O:31][CH2:32][CH3:33])=[O:30])[CH2:25][CH2:24]3)=[N:21][CH:22]=2)[CH:3]=1.Cl.[N:36]1[CH:41]=[CH:40][CH:39]=[CH:38][C:37]=1[C:42](Cl)=[O:43]. (4) Reactant: Cl.[NH2:2][OH:3].[C:4](=O)([O-])[O-].[Na+].[Na+].[C:10]([O:14][C:15](=[O:21])[NH:16][CH:17]([C:19]#[N:20])[CH3:18])([CH3:13])([CH3:12])[CH3:11]. Product: [C:10]([O:14][C:15](=[O:21])[NH:16][CH:17]([C:19](=[NH:20])[NH:2][OH:3])[CH2:18][CH3:4])([CH3:11])([CH3:12])[CH3:13]. The catalyst class is: 72. (5) Product: [Br:16][C:13]1[CH:14]=[CH:15][C:10]([CH2:9][N:8]2[C:7]3[CH:6]=[CH:5][C:4]([OH:17])=[CH:3][C:2]=3[N:1]=[C:20]2[C@H:21]2[CH2:22][CH2:23][CH2:24][CH2:25][C@H:26]2[C:18]([OH:28])=[O:19])=[CH:11][CH:12]=1. Reactant: [NH2:1][C:2]1[CH:3]=[C:4]([OH:17])[CH:5]=[CH:6][C:7]=1[NH:8][CH2:9][C:10]1[CH:15]=[CH:14][C:13]([Br:16])=[CH:12][CH:11]=1.[C:18]1(=[O:28])[C@@H:26]2[C@@H:21]([CH2:22][CH2:23][CH2:24][CH2:25]2)[C:20](=O)[O:19]1.Cl.C([O-])(O)=O.[Na+]. The catalyst class is: 10. (6) Reactant: Cl[C:2]1[N:7]=[C:6]2[N:8]=[C:9]([Cl:12])[CH:10]=[CH:11][C:5]2=[N:4][CH:3]=1.[NH:13]1[CH2:18][CH2:17][O:16][CH2:15][CH2:14]1.C(N(CC)CC)C.O. Product: [Cl:12][C:9]1[CH:10]=[CH:11][C:5]2[C:6]([N:8]=1)=[N:7][C:2]([N:13]1[CH2:18][CH2:17][O:16][CH2:15][CH2:14]1)=[CH:3][N:4]=2. The catalyst class is: 2. (7) Reactant: [CH2:1]([N:3]([CH2:22][CH3:23])[CH2:4][CH2:5][N:6]1[CH2:11][CH2:10][C:9]2[NH:12][C:13]([CH:19]=O)=[C:14]([C:15]([F:18])([F:17])[F:16])[C:8]=2[C:7]1=[O:21])[CH3:2].[F:24][C:25]1[CH:26]=[C:27]2[C:31](=[CH:32][CH:33]=1)[NH:30][C:29](=[O:34])[CH2:28]2.N1CCCCC1. Product: [CH2:22]([N:3]([CH2:1][CH3:2])[CH2:4][CH2:5][N:6]1[CH2:11][CH2:10][C:9]2[NH:12][C:13]([CH:19]=[C:28]3[C:27]4[C:31](=[CH:32][CH:33]=[C:25]([F:24])[CH:26]=4)[NH:30][C:29]3=[O:34])=[C:14]([C:15]([F:16])([F:18])[F:17])[C:8]=2[C:7]1=[O:21])[CH3:23]. The catalyst class is: 8. (8) Reactant: [F:1][C:2]1[CH:23]=[CH:22][C:5]([CH2:6][NH:7][C:8]([C:10]2[C:19]([OH:20])=[C:18]3[C:13]([CH:14]=[CH:15][CH:16]=[N:17]3)=[C:12](I)[N:11]=2)=[O:9])=[CH:4][CH:3]=1.C([Sn](CCCC)(CCCC)[C:29]1[CH2:33][O:32][C:31](=[O:34])[CH:30]=1)CCC. Product: [F:1][C:2]1[CH:23]=[CH:22][C:5]([CH2:6][NH:7][C:8]([C:10]2[C:19]([OH:20])=[C:18]3[C:13]([CH:14]=[CH:15][CH:16]=[N:17]3)=[C:12]([C:29]3[CH2:33][O:32][C:31](=[O:34])[CH:30]=3)[N:11]=2)=[O:9])=[CH:4][CH:3]=1. The catalyst class is: 747.